This data is from Catalyst prediction with 721,799 reactions and 888 catalyst types from USPTO. The task is: Predict which catalyst facilitates the given reaction. (1) Reactant: [N+](C1SC(S([N:12]2[CH2:17][CH2:16][N:15]([C:18]3[N:23]=[CH:22][C:21]([C:24]([OH:33])([C:29]([F:32])([F:31])[F:30])[C:25]([F:28])([F:27])[F:26])=[CH:20][N:19]=3)[C@@H:14]([CH2:34][N:35]3[CH:40]4[CH2:41][CH:42]([OH:44])[CH2:43][CH:36]3[CH2:37][O:38][CH2:39]4)[CH2:13]2)(=O)=O)=CC=1)([O-])=O.[N+](C1SC(S([N:56]2[CH2:61][CH2:60][N:59]([C:62]3[N:67]=[CH:66][C:65]([C:68]([OH:77])([C:73]([F:76])([F:75])[F:74])[C:69]([F:72])([F:71])[F:70])=[CH:64][N:63]=3)[C@@H:58]([CH2:78][N:79]3[CH:84]4[CH2:85][C:86](=[O:88])[CH2:87][CH:80]3[CH2:81][O:82][CH2:83]4)[CH2:57]2)(=O)=O)=CC=1)([O-])=O.[OH-].[K+].CO. Product: [F:32][C:29]([F:30])([F:31])[C:24]([C:21]1[CH:20]=[N:19][C:18]([N:15]2[CH2:16][CH2:17][NH:12][CH2:13][C@@H:14]2[CH2:34][N:35]2[CH:36]3[CH2:43][CH:42]([OH:44])[CH2:41][CH:40]2[CH2:39][O:38][CH2:37]3)=[N:23][CH:22]=1)([OH:33])[C:25]([F:26])([F:27])[F:28].[F:76][C:73]([F:74])([F:75])[C:68]([C:65]1[CH:64]=[N:63][C:62]([N:59]2[CH2:60][CH2:61][NH:56][CH2:57][C@@H:58]2[CH2:78][N:79]2[CH:80]3[CH2:87][C:86](=[O:88])[CH2:85][CH:84]2[CH2:83][O:82][CH2:81]3)=[N:67][CH:66]=1)([OH:77])[C:69]([F:70])([F:72])[F:71]. The catalyst class is: 6. (2) Reactant: [H-].[Na+].[NH2:3][CH2:4][C:5]1([NH:11][C:12]2[CH:17]=[CH:16][CH:15]=[CH:14][CH:13]=2)[CH2:10][CH2:9][CH2:8][CH2:7][CH2:6]1.Br[CH2:19][C:20]([O:22][CH2:23][CH3:24])=[O:21].O. Product: [C:12]1([NH:11][C:5]2([CH2:4][NH:3][CH2:19][C:20]([O:22][CH2:23][CH3:24])=[O:21])[CH2:10][CH2:9][CH2:8][CH2:7][CH2:6]2)[CH:17]=[CH:16][CH:15]=[CH:14][CH:13]=1. The catalyst class is: 9. (3) Reactant: [CH:1]([C:3]1[CH:17]=[CH:16][C:6]([C:7]([N:9]([CH:13]([CH3:15])[CH3:14])[CH:10]([CH3:12])[CH3:11])=[O:8])=[CH:5][C:4]=1[O:18][CH:19]([CH3:21])[CH3:20])=[O:2].[Cr](O[Cr]([O-])(=O)=O)([O-])(=O)=[O:23].[NH+]1C=CC=CC=1.[NH+]1C=CC=CC=1.C(OCC)C. Product: [CH:19]([O:18][C:4]1[CH:5]=[C:6]([C:7]([N:9]([CH:10]([CH3:12])[CH3:11])[CH:13]([CH3:14])[CH3:15])=[O:8])[CH:16]=[CH:17][C:3]=1[C:1]([OH:23])=[O:2])([CH3:21])[CH3:20]. The catalyst class is: 3.